From a dataset of Forward reaction prediction with 1.9M reactions from USPTO patents (1976-2016). Predict the product of the given reaction. Given the reactants C(N(CC)CC)C.[C:8]([N:12]1[CH2:17][CH2:16][NH:15][CH2:14][CH2:13]1)([CH3:11])([CH3:10])[CH3:9].[CH:18]1([C@H:21]([NH:29][C:30]([C:32]2[C:41]3[C:36](=[C:37]([Cl:42])[CH:38]=[CH:39][CH:40]=3)[C:35](=[O:43])[N:34]([CH2:44][CH2:45][CH3:46])[C:33]=2[CH2:47]Br)=[O:31])[C:22]2[CH:27]=[CH:26][CH:25]=[C:24]([F:28])[CH:23]=2)[CH2:20][CH2:19]1.[OH-].[Na+], predict the reaction product. The product is: [CH:18]1([C@H:21]([NH:29][C:30]([C:32]2[C:41]3[C:36](=[C:37]([Cl:42])[CH:38]=[CH:39][CH:40]=3)[C:35](=[O:43])[N:34]([CH2:44][CH2:45][CH3:46])[C:33]=2[CH2:47][N:15]2[CH2:16][CH2:17][N:12]([C:8]([CH3:11])([CH3:10])[CH3:9])[CH2:13][CH2:14]2)=[O:31])[C:22]2[CH:27]=[CH:26][CH:25]=[C:24]([F:28])[CH:23]=2)[CH2:20][CH2:19]1.